This data is from Experimentally validated miRNA-target interactions with 360,000+ pairs, plus equal number of negative samples. The task is: Binary Classification. Given a miRNA mature sequence and a target amino acid sequence, predict their likelihood of interaction. (1) The miRNA is mmu-miR-9-5p with sequence UCUUUGGUUAUCUAGCUGUAUGA. The protein sequence of the target gene is MEHFDASLSTYFKAFLGPRDTRVKGWFLLDNYIPTFVCSVIYLLIVWLGPKYMKNRQPFSCRGILQLYNLGLTLLSLYMFYELVTGVWEGKYNFFCQGTRSAGESDMKIIRVLWWYYFSKLIEFMDTFFFILRKNNHQITVLHVYHHATMLNIWWFVMNWVPCGHSYFGATLNSFIHVLMYSYYGLSSIPSMRPYLWWKKYITQGQLVQFVLTIIQTTCGVFWPCSFPLGWLFFQIGYMISLIALFTNFYIQTYNKKGASRRKDHLKGHQNGSVAAVNGHTNSFPSLENSVKPRKQRKD. Result: 1 (interaction). (2) The miRNA is hsa-miR-6853-5p with sequence AGCGUGGGAUGUCCAUGAAGUCAG. The protein sequence of the target gene is MEALEVDDISPALEVTEDFFSTFDSKLEKAVQQAEVYGIQEVPELVGHEVLGNIADNGALRSVASLGKGTMIWDHCKSRLLETKAQNVFPAKEQLMVQRGTAPDNLSWMAQKEASTFNFFNICQRRRDRPRSVNDLLDETTTFKPGHARSRSDVTHVDWRVVLSTMPLQQQQQQQQASLQGIHFPGPSFLLSSPSKVEDAQGNTEHKQTFPNILKKGYLEIRKNHDSYWQSCYAELSPYNLNFYSLDSSGNQNLYATYQLSHFQSISVLGNLEARMVDTVLYDNSQLQLKAESPWEALDW.... Result: 0 (no interaction). (3) The miRNA is hsa-miR-4780 with sequence ACCCUUGAGCCUGAUCCCUAGC. The protein sequence of the target gene is MAAAAGSCARVAAWGGKLRRGLAVSRQAVRSPGPLAAAVAGAALAGAGAAWHHSRVSVAARDGSFTVSAQKNVEHGIIYIGKPSLRKQRFMQFSSLEHEGEYYMTPRDFLFSVMFEQMERKTSVKKLTKKDIEDTLSGIQTAGCGSTFFRDLGDKGLISYTEYLFLLTILTKPHSGFHVAFKMLDTDGNEMIEKREFFKLQKIISKQDDLMTVKTNETGYQEAIVKEPEINTTLQMRFFGKRGQRKLHYKEFRRFMENLQTEIQEMEFLQFSKGLSFMRKEDFAEWLLFFTNTENKDIYW.... Result: 0 (no interaction). (4) The miRNA is hsa-miR-4737 with sequence AUGCGAGGAUGCUGACAGUG. Result: 0 (no interaction). The protein sequence of the target gene is MRILQSFLACVQLLCLCRLDWAYGYYRQQRKLVEEIGWSYTGALNQKNWGKKYPICNSPKQSPINIDEDLTQVNVNLKKLKFQGWEKASLENTFIHNTGKTVEINLTNDYYLSGGLSEKVFKASKITFHWGKCNVSSEGSEHSLEGQKFPLEMQVYCFDADRFSSFEEAVKGKGRLRALSILFEVGVEENLDYKAIIDGTESVSRFGKQAALDPFVLQNLLPNSTDKYYIYNGSLTSPPCTDTVEWIVFKDTVSISESQLAVFCEVLTMQQSGYVMLMDYLQNNFREQQYKFSRQVFSSY....